From a dataset of Reaction yield outcomes from USPTO patents with 853,638 reactions. Predict the reaction yield, written as a fraction of the theoretical maximum amount of product (1.0 means a 100% yield; for example, 0.34 means a 34% yield). (1) The reactants are [C:1]([NH:4][CH2:5][CH2:6][CH2:7][S:8]([O:11][CH2:12][C:13]([CH3:39])([CH3:38])[C@@H:14]([O:30]CC1C=CC=CC=1)[C:15]([O:17][CH2:18][CH2:19][O:20][C:21]([O:23][CH:24]1[CH2:29][CH2:28][CH2:27][CH2:26][CH2:25]1)=[O:22])=[O:16])(=[O:10])=[O:9])(=[O:3])[CH3:2]. The catalyst is [Pd].CO. The product is [C:1]([NH:4][CH2:5][CH2:6][CH2:7][S:8]([O:11][CH2:12][C:13]([CH3:39])([CH3:38])[C@@H:14]([OH:30])[C:15]([O:17][CH2:18][CH2:19][O:20][C:21]([O:23][CH:24]1[CH2:29][CH2:28][CH2:27][CH2:26][CH2:25]1)=[O:22])=[O:16])(=[O:10])=[O:9])(=[O:3])[CH3:2]. The yield is 0.800. (2) The reactants are [CH3:1][NH:2][CH3:3].Cl[C:5]1[CH:10]=[C:9]([CH3:11])[C:8]([N+:12]([O-:14])=[O:13])=[CH:7][N:6]=1. The catalyst is O1CCCC1. The product is [CH3:1][N:2]([CH3:3])[C:5]1[CH:10]=[C:9]([CH3:11])[C:8]([N+:12]([O-:14])=[O:13])=[CH:7][N:6]=1. The yield is 0.990. (3) The reactants are O[C:2]1[CH:3]=[C:4]([NH:8][C:9]2[N:14]=[C:13]([NH:15][C:16]3[CH:21]=[CH:20][CH:19]=[C:18](O)[CH:17]=3)[C:12]([F:23])=[CH:11][N:10]=2)[CH:5]=[CH:6][CH:7]=1.[CH2:24]([N:31]1[CH2:36][CH2:35][N:34](C2C=CC(N)=CC=2)[CH2:33][CH2:32]1)[C:25]1[CH:30]=[CH:29][CH:28]=[CH:27][CH:26]=1.Cl[C:45]1[N:50]=[C:49](Cl)[C:48](F)=[CH:47]N=1. No catalyst specified. The product is [CH2:49]([N:50]1[CH2:45][CH2:9][N:8]([C:7]2[CH:6]=[CH:5][C:4]([NH:8][C:9]3[N:14]=[C:13]([NH:15][C:16]4[CH:21]=[CH:20][C:19]([N:34]5[CH2:33][CH2:32][N:31]([CH2:24][C:25]6[CH:26]=[CH:27][CH:28]=[CH:29][CH:30]=6)[CH2:36][CH2:35]5)=[CH:18][CH:17]=4)[C:12]([F:23])=[CH:11][N:10]=3)=[CH:3][CH:2]=2)[CH2:4][CH2:3]1)[C:48]1[CH:47]=[CH:2][CH:7]=[CH:6][CH:5]=1. The yield is 0.640. (4) The reactants are COC1C=CC(C[N:8](CC2C=CC(OC)=CC=2)[C:9]2[N:14]=[C:13]([CH3:15])[N:12]=[C:11]([C:16]3[CH:17]=[C:18]([CH2:31][OH:32])[CH:19]=[N:20][C:21]=3[NH:22][C:23]3[CH:24]=[N:25][C:26]([O:29][CH3:30])=[CH:27][CH:28]=3)[N:10]=2)=CC=1.FC(F)(F)S(O)(=O)=O. The catalyst is FC(F)(F)C(O)=O. The product is [NH2:8][C:9]1[N:14]=[C:13]([CH3:15])[N:12]=[C:11]([C:16]2[CH:17]=[C:18]([CH2:31][OH:32])[CH:19]=[N:20][C:21]=2[NH:22][C:23]2[CH:24]=[N:25][C:26]([O:29][CH3:30])=[CH:27][CH:28]=2)[N:10]=1. The yield is 0.709. (5) The reactants are [S:1]1[C:5]2[CH:6]=[C:7]([N:10]3[CH2:14][CH2:13][NH:12][C:11]3=[O:15])[CH:8]=[CH:9][C:4]=2[N:3]=[CH:2]1.Br[C:17]1[CH:18]=[N:19][CH:20]=[CH:21][C:22]=1[C:23]([OH:26])([CH3:25])[CH3:24].N[C@@H]1CCCC[C@H]1N.P([O-])([O-])([O-])=O.[K+].[K+].[K+]. The catalyst is [Cu](I)I.O1CCOCC1. The product is [S:1]1[C:5]2[CH:6]=[C:7]([N:10]3[CH2:14][CH2:13][N:12]([C:17]4[CH:18]=[N:19][CH:20]=[CH:21][C:22]=4[C:23]([OH:26])([CH3:25])[CH3:24])[C:11]3=[O:15])[CH:8]=[CH:9][C:4]=2[N:3]=[CH:2]1. The yield is 0.190. (6) The reactants are [C:1]([N:4]1[C:13]2[C:8](=[CH:9][C:10]([C:14]#[N:15])=[CH:11][CH:12]=2)[C@H:7]([NH:16][C:17]2[N:22]=[C:21]([CH2:23][O:24][Si](C(C)(C)C)(C)C)[CH:20]=[CH:19][N:18]=2)[C@@H:6]([CH3:32])[C@@H:5]1[CH:33]1[CH2:35][CH2:34]1)(=[O:3])[CH3:2].C1COCC1. The catalyst is CCCC[N+](CCCC)(CCCC)CCCC.[F-]. The product is [C:1]([N:4]1[C:13]2[C:8](=[CH:9][C:10]([C:14]#[N:15])=[CH:11][CH:12]=2)[C@H:7]([NH:16][C:17]2[N:22]=[C:21]([CH2:23][OH:24])[CH:20]=[CH:19][N:18]=2)[C@@H:6]([CH3:32])[C@@H:5]1[CH:33]1[CH2:35][CH2:34]1)(=[O:3])[CH3:2]. The yield is 0.0900.